From a dataset of Forward reaction prediction with 1.9M reactions from USPTO patents (1976-2016). Predict the product of the given reaction. (1) Given the reactants [Br:1][C:2]1[CH:3]=[C:4]2[C:8](=[C:9]([CH2:11][CH3:12])[CH:10]=1)[NH:7][C:6](=O)[C:5]2=O.[BH4-].[Li+], predict the reaction product. The product is: [Br:1][C:2]1[CH:3]=[C:4]2[C:8](=[C:9]([CH2:11][CH3:12])[CH:10]=1)[NH:7][CH:6]=[CH:5]2. (2) Given the reactants Cl[C:2]1[C:3]([NH2:8])=[N:4][CH:5]=[CH:6][N:7]=1.C(=O)([O-])[O-].[Na+].[Na+].[F:15][C:16]1[CH:25]=[C:24](B2OC(C)(C)C(C)(C)O2)[CH:23]=[CH:22][C:17]=1[C:18]([O:20][CH3:21])=[O:19], predict the reaction product. The product is: [NH2:8][C:3]1[C:2]([C:24]2[CH:23]=[CH:22][C:17]([C:18]([O:20][CH3:21])=[O:19])=[C:16]([F:15])[CH:25]=2)=[N:7][CH:6]=[CH:5][N:4]=1. (3) Given the reactants [Si]([O:8][CH2:9][CH2:10][N:11]([C:36]#[N:37])[C:12]1[CH:17]=[CH:16][C:15]([NH:18][C:19](=[O:35])[C:20]2[C:25]([NH:26][C:27]([C:29]3[S:30][C:31]([Cl:34])=[CH:32][CH:33]=3)=[O:28])=[CH:24][CH:23]=[N:22][CH:21]=2)=[CH:14][CH:13]=1)(C(C)(C)C)(C)C.[CH3:38][S:39]([OH:42])(=[O:41])=[O:40], predict the reaction product. The product is: [CH3:38][S:39]([OH:42])(=[O:41])=[O:40].[Cl:34][C:31]1[S:30][C:29]([C:27]([NH:26][C:25]2[C:20]([C:19]([NH:18][C:15]3[CH:14]=[CH:13][C:12]([N:11]4[CH2:10][CH2:9][O:8][C:36]4=[NH:37])=[CH:17][CH:16]=3)=[O:35])=[CH:21][N:22]=[CH:23][CH:24]=2)=[O:28])=[CH:33][CH:32]=1. (4) Given the reactants [NH2:1][C:2]1[NH:3][C:4](=[O:40])[C:5]2[S:10][C:9](=[O:11])[N:8]([C@H:12]3[C@H:16]([C:17]([F:20])([CH3:19])[CH3:18])[CH2:15][C@@H:14]([CH2:21][O:22][Si](C(C)(C)C)(C4C=CC=CC=4)C4C=CC=CC=4)[O:13]3)[C:6]=2[N:7]=1.[NH4+].[F-], predict the reaction product. The product is: [NH2:1][C:2]1[NH:3][C:4](=[O:40])[C:5]2[S:10][C:9](=[O:11])[N:8]([C@H:12]3[C@H:16]([C:17]([F:20])([CH3:19])[CH3:18])[CH2:15][C@@H:14]([CH2:21][OH:22])[O:13]3)[C:6]=2[N:7]=1.